From a dataset of Full USPTO retrosynthesis dataset with 1.9M reactions from patents (1976-2016). Predict the reactants needed to synthesize the given product. (1) Given the product [CH3:1][O:12][C:11](=[O:13])[C:10]1[C:14]([NH:18][C:19]2[C:24]([CH3:25])=[CH:23][C:22]([CH3:26])=[CH:21][C:20]=2[CH3:27])=[CH:15][CH:16]=[CH:17][C:9]=1[Br:8], predict the reactants needed to synthesize it. The reactants are: [CH3:1][Si](C=[N+]=[N-])(C)C.[Br:8][C:9]1[CH:17]=[CH:16][CH:15]=[C:14]([NH:18][C:19]2[C:24]([CH3:25])=[CH:23][C:22]([CH3:26])=[CH:21][C:20]=2[CH3:27])[C:10]=1[C:11]([OH:13])=[O:12].C(O)(=O)C. (2) Given the product [CH2:13]([O:12][C:10](=[O:11])[CH2:9][CH:21]1[CH2:30][CH2:29][C:28]2[C:23](=[CH:24][CH:25]=[CH:26][CH:27]=2)[N:22]1[C:31]([O:33][C:34]([CH3:37])([CH3:36])[CH3:35])=[O:32])[C:14]1[CH:15]=[CH:16][CH:17]=[CH:18][CH:19]=1, predict the reactants needed to synthesize it. The reactants are: [H-].[Na+].COP([CH2:9][C:10]([O:12][CH2:13][C:14]1[CH:19]=[CH:18][CH:17]=[CH:16][CH:15]=1)=[O:11])(OC)=O.O[CH:21]1[CH2:30][CH2:29][C:28]2[C:23](=[CH:24][CH:25]=[CH:26][CH:27]=2)[N:22]1[C:31]([O:33][C:34]([CH3:37])([CH3:36])[CH3:35])=[O:32]. (3) Given the product [CH2:12]([N:19]1[CH:7]2[CH2:6][CH2:27][CH:20]1[CH2:21][C:4](=[O:5])[CH2:8]2)[C:13]1[CH:18]=[CH:17][CH:16]=[CH:15][CH:14]=1, predict the reactants needed to synthesize it. The reactants are: Cl.CO[C:4]1[O:5][C:6](OC)=[CH:7][CH:8]=1.Cl.[CH2:12]([NH2:19])[C:13]1[CH:18]=[CH:17][CH:16]=[CH:15][CH:14]=1.[CH2:20]([C:27](O)=O)[C:21](CC(O)=O)=O.[OH-].[Na+]. (4) Given the product [CH2:1]([O:3][C:4]([CH:6]1[C:10]([CH3:11])=[CH:9][CH2:8][N:7]1[S:13]([C:16]1[CH:21]=[CH:20][C:19]([CH3:22])=[CH:18][CH:17]=1)(=[O:14])=[O:15])=[O:5])[CH3:2], predict the reactants needed to synthesize it. The reactants are: [CH2:1]([O:3][C:4]([CH:6]1[C:10](O)([CH3:11])[CH2:9][CH2:8][N:7]1[S:13]([C:16]1[CH:21]=[CH:20][C:19]([CH3:22])=[CH:18][CH:17]=1)(=[O:15])=[O:14])=[O:5])[CH3:2].O=P(Cl)(Cl)Cl. (5) Given the product [CH3:15][C:16]1[O:20][C:19]([CH2:21][NH:22][C:8]2[CH:7]=[CH:6][C:5]3[C:4]([NH:1][CH2:23][C:24]4[N:25]=[CH:26][NH:27][C:28]=4[CH3:29])=[CH:13][CH:12]=[CH:11][C:10]=3[N:9]=2)=[CH:18][CH:17]=1, predict the reactants needed to synthesize it. The reactants are: [N+:1]([C:4]1[CH:13]=[CH:12][CH:11]=[C:10]2[C:5]=1[CH:6]=[CH:7][C:8](Cl)=[N:9]2)([O-])=O.[CH3:15][C:16]1[O:20][C:19]([CH2:21][NH2:22])=[CH:18][CH:17]=1.[CH3:23][C:24]1[N:25]=[CH:26][NH:27][C:28]=1[CH:29]=O. (6) Given the product [CH3:1][O:2][C:3](=[O:13])[C:4]1[CH:9]=[C:8]([F:10])[C:7]([O:11][CH2:25][CH2:24][O:23][C:20](=[O:22])[CH3:21])=[C:6]([Br:12])[CH:5]=1, predict the reactants needed to synthesize it. The reactants are: [CH3:1][O:2][C:3](=[O:13])[C:4]1[CH:9]=[C:8]([F:10])[C:7]([OH:11])=[C:6]([Br:12])[CH:5]=1.C(=O)([O-])[O-].[K+].[K+].[C:20]([O:23][CH2:24][CH2:25]Br)(=[O:22])[CH3:21]. (7) Given the product [CH2:11]([C:4]1[S:3][C:2]2[N:1]([CH2:35][C:36]3[CH:37]=[CH:38][C:39]([C:42]4[CH:47]=[CH:46][CH:45]=[CH:44][C:43]=4[C:48]4[NH:49][C:17](=[O:23])[O:18][N:52]=4)=[CH:40][CH:41]=3)[C:57](=[O:60])[N:65]([C:26]3[CH:33]=[CH:32][C:29]([C:30]#[N:31])=[CH:28][N:25]=3)[C:7](=[O:9])[C:6]=2[CH:5]=1)[CH3:12], predict the reactants needed to synthesize it. The reactants are: [NH2:1][C:2]1[S:3][C:4]([CH2:11][CH3:12])=[CH:5][C:6]=1[C:7]([O:9]C)=O.ClC(Cl)(O[C:17](=[O:23])[O:18]C(Cl)(Cl)Cl)Cl.[NH2:25][C:26]1[CH:33]=[CH:32][C:29]([C:30]#[N:31])=[CH:28]C=1.Br[CH2:35][C:36]1[CH:41]=[CH:40][C:39]([C:42]2[CH:47]=[CH:46][CH:45]=[CH:44][C:43]=2[C:48]2[N:52]=C(C(Cl)(Cl)Cl)O[N:49]=2)=[CH:38][CH:37]=1.[C:57](=[O:60])([O-])[O-].[K+].[K+].C(#[N:65])C. (8) The reactants are: C([O:3][C:4]([CH:6]1[CH2:11][CH2:10][CH2:9][CH2:8][CH:7]1[N:12]([CH:33]1[CH2:38][CH2:37][CH2:36][CH2:35][CH2:34]1)[C:13](=[O:32])[CH2:14][C:15]1[NH:20][C:19]2[CH:21]=[CH:22][C:23]([NH:25][S:26]([CH3:29])(=[O:28])=[O:27])=[CH:24][C:18]=2[S:17](=[O:31])(=[O:30])[N:16]=1)=O)C.[O-]CC.[Na+].Cl. Given the product [CH:33]1([N:12]2[CH:7]3[CH:6]([CH2:11][CH2:10][CH2:9][CH2:8]3)[C:4]([OH:3])=[C:14]([C:15]3[NH:20][C:19]4[CH:21]=[CH:22][C:23]([NH:25][S:26]([CH3:29])(=[O:27])=[O:28])=[CH:24][C:18]=4[S:17](=[O:31])(=[O:30])[N:16]=3)[C:13]2=[O:32])[CH2:34][CH2:35][CH2:36][CH2:37][CH2:38]1, predict the reactants needed to synthesize it.